Dataset: Forward reaction prediction with 1.9M reactions from USPTO patents (1976-2016). Task: Predict the product of the given reaction. (1) Given the reactants [Cl:1][C:2]1[CH:7]=[CH:6][C:5]([C:8]2[CH:9]=[C:10]([C:20](O)=[O:21])[CH:11]=[N:12][C:13]=2[O:14][CH2:15][C:16]([F:19])([F:18])[F:17])=[CH:4][CH:3]=1.[NH2:23][N:24]1[CH2:29][CH2:28][CH:27]([OH:30])[CH2:26][CH2:25]1, predict the reaction product. The product is: [Cl:1][C:2]1[CH:7]=[CH:6][C:5]([C:8]2[CH:9]=[C:10]([C:20]([NH:23][N:24]3[CH2:29][CH2:28][CH:27]([OH:30])[CH2:26][CH2:25]3)=[O:21])[CH:11]=[N:12][C:13]=2[O:14][CH2:15][C:16]([F:19])([F:18])[F:17])=[CH:4][CH:3]=1. (2) Given the reactants [NH2:1][C:2]1[CH:3]=[CH:4][C:5]([S:20]([CH:23]([CH3:25])[CH3:24])(=[O:22])=[O:21])=[C:6]([C@H:8]2[CH2:12][CH2:11][CH2:10][N:9]2C(OC(C)(C)C)=O)[CH:7]=1.[Cl:26][C:27]([O:29]C)=[O:28].Cl.N1C=CC=C[CH:33]=1, predict the reaction product. The product is: [ClH:26].[CH3:33][N:1]([C:2]1[CH:3]=[CH:4][C:5]([S:20]([CH:23]([CH3:24])[CH3:25])(=[O:21])=[O:22])=[C:6]([C@H:8]2[CH2:12][CH2:11][CH2:10][NH:9]2)[CH:7]=1)[C:27](=[O:28])[OH:29]. (3) Given the reactants [NH2:1][C:2]1[CH:3]=[CH:4][CH:5]=[C:6]2[C:11]=1[CH:10]=[C:9]([OH:12])[CH:8]=[CH:7]2.[C:13](O[C:13]([O:15][C:16]([CH3:19])([CH3:18])[CH3:17])=[O:14])([O:15][C:16]([CH3:19])([CH3:18])[CH3:17])=[O:14].C([O-])([O-])=O.[Cs+].[Cs+].I[CH2:35][CH3:36], predict the reaction product. The product is: [CH2:35]([O:12][C:9]1[CH:10]=[C:11]2[C:6]([CH:5]=[CH:4][CH:3]=[C:2]2[NH:1][C:13](=[O:14])[O:15][C:16]([CH3:19])([CH3:18])[CH3:17])=[CH:7][CH:8]=1)[CH3:36].